This data is from Catalyst prediction with 721,799 reactions and 888 catalyst types from USPTO. The task is: Predict which catalyst facilitates the given reaction. (1) Reactant: [CH3:1][O:2][C:3]1[C:4]([Cl:26])=[CH:5][C:6]([N+:23]([O-])=O)=[C:7]([NH:9][CH:10]2[CH2:15][CH2:14][N:13]([C:16]([O:18][C:19]([CH3:22])([CH3:21])[CH3:20])=[O:17])[CH2:12][CH2:11]2)[CH:8]=1.O.NN. Product: [NH2:23][C:6]1[CH:5]=[C:4]([Cl:26])[C:3]([O:2][CH3:1])=[CH:8][C:7]=1[NH:9][CH:10]1[CH2:11][CH2:12][N:13]([C:16]([O:18][C:19]([CH3:22])([CH3:21])[CH3:20])=[O:17])[CH2:14][CH2:15]1. The catalyst class is: 171. (2) Product: [Cl:1][C:2]1[CH:10]=[C:9]([O:11][C:12]2[CH:17]=[CH:16][CH:15]=[CH:14][CH:13]=2)[CH:8]=[CH:7][C:3]=1[C:4]([OH:6])=[O:5]. The catalyst class is: 732. Reactant: [Cl:1][C:2]1[CH:10]=[C:9]([OH:11])[CH:8]=[CH:7][C:3]=1[C:4]([OH:6])=[O:5].[C:12]1(B(O)O)[CH:17]=[CH:16][CH:15]=[CH:14][CH:13]=1.C(N(CC)CC)C. (3) Reactant: CCN(C(C)C)C(C)C.Cl.Cl.ClC1C=CC([C@@H](CNC(C)C)[C:20]([N:22]2[CH2:27][CH2:26][N:25]([C:28]3[C:33]([C:34]4[CH:39]=[CH:38][CH:37]=[CH:36][CH:35]=4)=[CH:32][N:31]=[C:30]4[NH:40][N:41]=[C:42]([O:43][CH3:44])[C:29]=34)[CH2:24][CH2:23]2)=[O:21])=CC=1.[C:50]([O:54][C:55]([NH:57][C@H:58]([CH2:62][C:63]1[CH:68]=[CH:67][C:66]([Cl:69])=[CH:65][CH:64]=1)C(O)=O)=[O:56])([CH3:53])([CH3:52])[CH3:51].CN(C(ON1N=NC2C=CC=CC1=2)=[N+](C)C)C.[B-](F)(F)(F)F. Product: [Cl:69][C:66]1[CH:65]=[CH:64][C:63]([CH2:62][C@@H:58]([NH:57][C:55](=[O:56])[O:54][C:50]([CH3:52])([CH3:51])[CH3:53])[C:20]([N:22]2[CH2:27][CH2:26][N:25]([C:28]3[C:33]([C:34]4[CH:39]=[CH:38][CH:37]=[CH:36][CH:35]=4)=[CH:32][N:31]=[C:30]4[NH:40][N:41]=[C:42]([O:43][CH3:44])[C:29]=34)[CH2:24][CH2:23]2)=[O:21])=[CH:68][CH:67]=1. The catalyst class is: 2.